Dataset: Reaction yield outcomes from USPTO patents with 853,638 reactions. Task: Predict the reaction yield, written as a fraction of the theoretical maximum amount of product (1.0 means a 100% yield; for example, 0.34 means a 34% yield). The reactants are [C-:1]1([CH:6]=O)[CH:5]=[CH:4][CH:3]=[CH:2]1.[CH-:8]1[CH:12]=[CH:11][CH:10]=[CH:9]1.[Fe+2:13].[CH3:14][NH2:15].[BH4-].[Na+]. The catalyst is C1COCC1.CO. The product is [CH3:14][NH:15][CH2:6][C-:1]1[CH:5]=[CH:4][CH:3]=[CH:2]1.[CH-:8]1[CH:12]=[CH:11][CH:10]=[CH:9]1.[Fe+2:13]. The yield is 0.860.